From a dataset of Reaction yield outcomes from USPTO patents with 853,638 reactions. Predict the reaction yield, written as a fraction of the theoretical maximum amount of product (1.0 means a 100% yield; for example, 0.34 means a 34% yield). (1) No catalyst specified. The product is [Br:1][C:2]1[C:10]([CH3:11])=[CH:9][C:5]([C:6]([N:8]=[CH:15][N:16]([CH3:18])[CH3:17])=[O:7])=[C:4]([F:12])[CH:3]=1. The reactants are [Br:1][C:2]1[C:10]([CH3:11])=[CH:9][C:5]([C:6]([NH2:8])=[O:7])=[C:4]([F:12])[CH:3]=1.CO[CH:15](OC)[N:16]([CH3:18])[CH3:17]. The yield is 0.950. (2) The reactants are [CH3:1][N:2]1[CH2:7][CH2:6][N:5]2[N:8]=[C:9]([NH2:11])[CH:10]=[C:4]2[CH2:3]1.Br[C:13]1[C:14](=[O:21])[N:15]([CH3:20])[N:16]=[C:17]([Cl:19])[CH:18]=1.C1(P(C2C=CC=CC=2)C2C3OC4C(=CC=CC=4P(C4C=CC=CC=4)C4C=CC=CC=4)C(C)(C)C=3C=CC=2)C=CC=CC=1. The catalyst is O1CCOCC1.ClCCl.O.C1C=CC(/C=C/C(/C=C/C2C=CC=CC=2)=O)=CC=1.C1C=CC(/C=C/C(/C=C/C2C=CC=CC=2)=O)=CC=1.C1C=CC(/C=C/C(/C=C/C2C=CC=CC=2)=O)=CC=1.[Pd].[Pd]. The product is [Cl:19][C:17]1[CH:18]=[C:13]([NH:11][C:9]2[CH:10]=[C:4]3[CH2:3][N:2]([CH3:1])[CH2:7][CH2:6][N:5]3[N:8]=2)[C:14](=[O:21])[N:15]([CH3:20])[N:16]=1. The yield is 0.570. (3) The reactants are C(=O)([O-])[O-].[K+].[K+].[CH3:7][O:8][C:9]1[CH:16]=[CH:15][C:12]([CH2:13]Cl)=[CH:11][CH:10]=1.[I-].[Na+].[OH:19][C:20]1[C:21]2[C:34](=[O:35])[NH:33][CH2:32][C:22]=2[C:23]([O:30][CH3:31])=[C:24]2[C:29]=1[N:28]=[CH:27][CH:26]=[CH:25]2. The catalyst is FC1C=CC(CN2C(=O)C3C(OCOC)=C4C(C=CC=N4)=C(OC)C=3C2=O)=CC=1.C(O)(=O)C. The product is [CH3:31][O:30][C:23]1[C:22]2[CH2:32][NH:33][C:34](=[O:35])[C:21]=2[C:20]([O:19][CH2:13][C:12]2[CH:15]=[CH:16][C:9]([O:8][CH3:7])=[CH:10][CH:11]=2)=[C:29]2[C:24]=1[CH:25]=[CH:26][CH:27]=[N:28]2. The yield is 0.530. (4) The reactants are C([O:3][C:4]([C:6]1[CH:7]=[C:8]2[C:13](=[CH:14][CH:15]=1)[NH:12][CH:11]([C:16]1[CH:21]=[C:20]([F:22])[CH:19]=[C:18]([CH:23]3[CH2:28][CH2:27][CH2:26][CH2:25][CH2:24]3)[CH:17]=1)[C:10]([CH3:30])([CH3:29])[CH2:9]2)=[O:5])C.O.[OH-].[Li+].O.Cl. The catalyst is CO.O1CCCC1. The product is [CH:23]1([C:18]2[CH:17]=[C:16]([CH:11]3[C:10]([CH3:29])([CH3:30])[CH2:9][C:8]4[C:13](=[CH:14][CH:15]=[C:6]([C:4]([OH:5])=[O:3])[CH:7]=4)[NH:12]3)[CH:21]=[C:20]([F:22])[CH:19]=2)[CH2:24][CH2:25][CH2:26][CH2:27][CH2:28]1. The yield is 0.620.